From a dataset of CYP2C19 inhibition data for predicting drug metabolism from PubChem BioAssay. Regression/Classification. Given a drug SMILES string, predict its absorption, distribution, metabolism, or excretion properties. Task type varies by dataset: regression for continuous measurements (e.g., permeability, clearance, half-life) or binary classification for categorical outcomes (e.g., BBB penetration, CYP inhibition). Dataset: cyp2c19_veith. (1) The compound is Cn1c(=O)cc(OCC(=O)NCc2cccnc2)c2ccccc21. The result is 0 (non-inhibitor). (2) The molecule is O=C(N/C(=C/c1cccs1)c1nc2ccccc2[nH]1)c1ccccc1. The result is 0 (non-inhibitor). (3) The drug is COc1ccc(NC(=O)CSc2nncn2C)c([N+](=O)[O-])c1. The result is 1 (inhibitor). (4) The molecule is O=C(CS(=O)c1cccc(C(F)(F)F)c1)Nc1ccccc1Cl. The result is 1 (inhibitor). (5) The drug is CCn1c(N)nc2ccccc21. The result is 0 (non-inhibitor). (6) The molecule is C[C@H]1OC[C@@H](C[N+](C)(C)C)O1. The result is 0 (non-inhibitor). (7) The compound is C=CCNc1oc(/C=C/c2ccccc2)nc1C#N. The result is 1 (inhibitor). (8) The compound is Cc1cnc(CNc2ncncc2-c2ccccc2C#N)cn1. The result is 0 (non-inhibitor).